From a dataset of Full USPTO retrosynthesis dataset with 1.9M reactions from patents (1976-2016). Predict the reactants needed to synthesize the given product. Given the product [CH2:1]([N:3]1[C:7]2=[N:8][CH:9]=[C:10]([C:20]([OH:22])=[O:21])[C:11]([NH:12][CH:13]3[CH2:18][CH2:17][CH2:16][CH:15]([OH:19])[CH2:14]3)=[C:6]2[CH:5]=[N:4]1)[CH3:2], predict the reactants needed to synthesize it. The reactants are: [CH2:1]([N:3]1[C:7]2=[N:8][CH:9]=[C:10]([C:20]([O:22]CC)=[O:21])[C:11]([NH:12][CH:13]3[CH2:18][CH2:17][CH2:16][CH:15]([OH:19])[CH2:14]3)=[C:6]2[CH:5]=[N:4]1)[CH3:2].[OH-].[Na+].